Task: Predict the product of the given reaction.. Dataset: Forward reaction prediction with 1.9M reactions from USPTO patents (1976-2016) Given the reactants C[O:2][C:3](=[O:36])[C:4]1[CH:9]=[CH:8][CH:7]=[C:6]([C@@H:10]([N:25]2[CH2:30][C@@H:29]([CH3:31])[N:28]([CH2:32][CH:33]=[CH2:34])[CH2:27][C@@H:26]2[CH3:35])[C:11]2[CH:16]=[CH:15][CH:14]=[C:13]([O:17][Si](C(C)(C)C)(C)C)[CH:12]=2)[CH:5]=1.[OH-].[Na+].Cl, predict the reaction product. The product is: [CH2:32]([N:28]1[C@H:29]([CH3:31])[CH2:30][N:25]([C@@H:10]([C:11]2[CH:16]=[CH:15][CH:14]=[C:13]([OH:17])[CH:12]=2)[C:6]2[CH:5]=[C:4]([CH:9]=[CH:8][CH:7]=2)[C:3]([OH:36])=[O:2])[C@@H:26]([CH3:35])[CH2:27]1)[CH:33]=[CH2:34].